Dataset: Cav3 T-type calcium channel HTS with 100,875 compounds. Task: Binary Classification. Given a drug SMILES string, predict its activity (active/inactive) in a high-throughput screening assay against a specified biological target. (1) The molecule is S(=O)(=O)(Nc1ccccc1)c1c2c3c(n(c(=O)c3ccc2)CC)cc1. The result is 0 (inactive). (2) The molecule is Brc1cc(CN2CC(CCC2)C(OCC)=O)c(OC)cc1OC. The result is 0 (inactive). (3) The molecule is s\1c2CC(CCc2[nH]c1=C(/C=C1\C=C(OC)C(=O)C=C1)C#N)C. The result is 0 (inactive). (4) The compound is O(c1c(P(OCC)(O)=O)cccc1)CCOc1c(P(OCC)(O)=O)cccc1. The result is 0 (inactive).